Dataset: Forward reaction prediction with 1.9M reactions from USPTO patents (1976-2016). Task: Predict the product of the given reaction. Given the reactants [CH3:1][C:2]1[CH:7]=[CH:6][C:5]([S:8](Cl)(=[O:10])=[O:9])=[CH:4][CH:3]=1.[CH3:12][C:13]1[O:17][C:16]([CH2:18][CH2:19][OH:20])=[CH:15][CH:14]=1, predict the reaction product. The product is: [CH3:12][C:13]1[O:17][C:16]([CH2:18][CH2:19][OH:20])=[CH:15][CH:14]=1.[CH3:1][C:2]1[CH:7]=[CH:6][C:5]([S:8]([O-:10])(=[O:17])=[O:9])=[CH:4][CH:3]=1.